This data is from Peptide-MHC class I binding affinity with 185,985 pairs from IEDB/IMGT. The task is: Regression. Given a peptide amino acid sequence and an MHC pseudo amino acid sequence, predict their binding affinity value. This is MHC class I binding data. (1) The peptide sequence is NTQGYFPDWQ. The MHC is HLA-A26:01 with pseudo-sequence HLA-A26:01. The binding affinity (normalized) is 0. (2) The peptide sequence is ASAAHLAAY. The MHC is HLA-A26:01 with pseudo-sequence HLA-A26:01. The binding affinity (normalized) is 0.385. (3) The peptide sequence is ANSHQRSDSSL. The MHC is H-2-Kb with pseudo-sequence H-2-Kb. The binding affinity (normalized) is 0.141. (4) The peptide sequence is SAYIIRVTT. The MHC is HLA-A68:02 with pseudo-sequence HLA-A68:02. The binding affinity (normalized) is 0.365. (5) The peptide sequence is VPLTEEAEL. The MHC is HLA-B35:03 with pseudo-sequence HLA-B35:03. The binding affinity (normalized) is 0.631. (6) The peptide sequence is IPYSRVNHA. The MHC is HLA-B53:01 with pseudo-sequence HLA-B53:01. The binding affinity (normalized) is 0.521.